From a dataset of NCI-60 drug combinations with 297,098 pairs across 59 cell lines. Regression. Given two drug SMILES strings and cell line genomic features, predict the synergy score measuring deviation from expected non-interaction effect. Drug 1: CC(C1=C(C=CC(=C1Cl)F)Cl)OC2=C(N=CC(=C2)C3=CN(N=C3)C4CCNCC4)N. Drug 2: CN1C2=C(C=C(C=C2)N(CCCl)CCCl)N=C1CCCC(=O)O.Cl. Cell line: TK-10. Synergy scores: CSS=1.14, Synergy_ZIP=0.181, Synergy_Bliss=1.41, Synergy_Loewe=-1.72, Synergy_HSA=0.272.